This data is from Reaction yield outcomes from USPTO patents with 853,638 reactions. The task is: Predict the reaction yield, written as a fraction of the theoretical maximum amount of product (1.0 means a 100% yield; for example, 0.34 means a 34% yield). (1) The reactants are [C:1]([CH:3]([CH2:9][C:10](=O)[C:11]1[CH:16]=[CH:15][CH:14]=[CH:13][CH:12]=1)[C:4]([O:6][CH2:7][CH3:8])=[O:5])#[N:2].[ClH:18]. The catalyst is O1CCCC1. The product is [Cl:18][C:1]1[NH:2][C:10]([C:11]2[CH:16]=[CH:15][CH:14]=[CH:13][CH:12]=2)=[CH:9][C:3]=1[C:4]([O:6][CH2:7][CH3:8])=[O:5]. The yield is 0.790. (2) The reactants are [F:1][C:2]1[CH:3]=[CH:4][C:5]2[O:9][C:8]([C:10]3[CH:15]=[CH:14][C:13]([O:16]C)=[CH:12][CH:11]=3)=[CH:7][C:6]=2[CH:18]=1.Cl.N1C=CC=CC=1. The catalyst is O. The product is [F:1][C:2]1[CH:3]=[CH:4][C:5]2[O:9][C:8]([C:10]3[CH:11]=[CH:12][C:13]([OH:16])=[CH:14][CH:15]=3)=[CH:7][C:6]=2[CH:18]=1. The yield is 0.130. (3) The reactants are [CH3:1][O:2][C:3](=[O:33])[C:4]1[CH:9]=[CH:8][C:7]([O:10][CH2:11][C:12]2[C:13]([C:25]3[CH:30]=[CH:29][C:28]([F:31])=[C:27]([F:32])[CH:26]=3)=[N:14][O:15][C:16]=2/[CH:17]=C/C2C=CC=CC=2)=[N:6][CH:5]=1.I([O-])(=O)(=O)=[O:35].[Na+].C(OCC)(=O)C.CCCCCCC. The catalyst is [Cl-].C([N+](CC)(CC)CC)C1C=CC=CC=1.O1CCOCC1.O.[Os](=O)(=O)(=O)=O. The product is [CH3:1][O:2][C:3](=[O:33])[C:4]1[CH:9]=[CH:8][C:7]([O:10][CH2:11][C:12]2[C:13]([C:25]3[CH:30]=[CH:29][C:28]([F:31])=[C:27]([F:32])[CH:26]=3)=[N:14][O:15][C:16]=2[CH:17]=[O:35])=[N:6][CH:5]=1. The yield is 0.610. (4) The reactants are [CH3:1][O:2][C:3]1[CH:8]=[CH:7][CH:6]=[CH:5][C:4]=1[N:9]1[CH2:14][CH2:13][N:12]([CH2:15][CH2:16][CH2:17][CH2:18][NH2:19])[CH2:11][CH2:10]1.BrCCCCN1[C:29](=[O:30])[C:28]2=[CH:31][CH:32]=[CH:33][CH:34]=[C:27]2[C:26]1=[O:35].COC1C=CC=CC=1N1CCNCC1. No catalyst specified. The product is [CH3:1][O:2][C:3]1[CH:8]=[CH:7][CH:6]=[CH:5][C:4]=1[N:9]1[CH2:10][CH2:11][N:12]([CH2:15][CH2:16][CH2:17][CH2:18][N:19]2[C:29](=[O:30])[C:28]3=[CH:31][CH:32]=[CH:33][CH:34]=[C:27]3[C:26]2=[O:35])[CH2:13][CH2:14]1. The yield is 0.843. (5) The reactants are [CH2:1]([N:5]([S:15]([C:18]1[CH:23]=[CH:22][C:21]([N+:24]([O-:26])=[O:25])=[CH:20][CH:19]=1)(=[O:17])=[O:16])[C@H:6]([C:12]([OH:14])=[O:13])[CH2:7][CH2:8][CH2:9][CH2:10][NH2:11])[CH:2]([CH3:4])[CH3:3].[C:27](O)(=[O:36])[CH2:28][CH2:29][C:30]1[CH:35]=[CH:34][CH:33]=[CH:32][CH:31]=1. No catalyst specified. The product is [CH2:1]([N:5]([S:15]([C:18]1[CH:23]=[CH:22][C:21]([N+:24]([O-:26])=[O:25])=[CH:20][CH:19]=1)(=[O:17])=[O:16])[C@H:6]([C:12]([OH:14])=[O:13])[CH2:7][CH2:8][CH2:9][CH2:10][NH:11][C:27](=[O:36])[CH2:28][CH2:29][C:30]1[CH:35]=[CH:34][CH:33]=[CH:32][CH:31]=1)[CH:2]([CH3:4])[CH3:3]. The yield is 0.810. (6) The product is [Cl:1][C:2]1[CH:3]=[CH:4][C:5]([CH2:8][C:9]([NH:25][CH2:26][C:27]2[CH:28]=[C:29]3[C:34](=[CH:35][CH:36]=2)[N:33]=[C:32]([CH3:37])[N:31]([CH:38]2[CH2:43][CH2:42][C:41](=[O:44])[NH:40][C:39]2=[O:45])[C:30]3=[O:46])=[O:11])=[CH:6][CH:7]=1. The reactants are [Cl:1][C:2]1[CH:7]=[CH:6][C:5]([CH2:8][C:9]([OH:11])=O)=[CH:4][CH:3]=1.C(N1C=CN=C1)(N1C=CN=C1)=O.Cl.[NH2:25][CH2:26][C:27]1[CH:28]=[C:29]2[C:34](=[CH:35][CH:36]=1)[N:33]=[C:32]([CH3:37])[N:31]([CH:38]1[CH2:43][CH2:42][C:41](=[O:44])[NH:40][C:39]1=[O:45])[C:30]2=[O:46]. The catalyst is CN(C=O)C. The yield is 0.700. (7) The reactants are [CH3:1][C:2]1[C:3]([CH2:14][S:15]([C:17]2[NH:21][C:20]3[CH:22]=[CH:23][CH:24]=[CH:25][C:19]=3[N:18]=2)=[O:16])=[N:4][CH:5]=[CH:6][C:7]=1[O:8][CH2:9][C:10]([F:13])([F:12])[F:11].[H-].[Na+].Cl[S:29]([C:32]1[CH:33]=[CH:34][C:35]([O:53][CH3:54])=[C:36]([CH:52]=1)[C:37]([O:39][CH2:40][CH2:41][S:42]([C:45]1[CH:50]=[CH:49][C:48]([CH3:51])=[CH:47][CH:46]=1)(=[O:44])=[O:43])=[O:38])(=[O:31])=[O:30].O. The catalyst is C(Cl)Cl. The product is [C:48]1([CH3:51])[CH:49]=[CH:50][C:45]([S:42]([CH2:41][CH2:40][O:39][C:37](=[O:38])[C:36]2[CH:52]=[C:32]([S:29]([N:21]3[C:20]4[CH:22]=[CH:23][CH:24]=[CH:25][C:19]=4[N:18]=[C:17]3[S:15]([CH2:14][C:3]3[C:2]([CH3:1])=[C:7]([O:8][CH2:9][C:10]([F:13])([F:11])[F:12])[CH:6]=[CH:5][N:4]=3)=[O:16])(=[O:31])=[O:30])[CH:33]=[CH:34][C:35]=2[O:53][CH3:54])(=[O:44])=[O:43])=[CH:46][CH:47]=1. The yield is 0.650.